Dataset: Merck oncology drug combination screen with 23,052 pairs across 39 cell lines. Task: Regression. Given two drug SMILES strings and cell line genomic features, predict the synergy score measuring deviation from expected non-interaction effect. (1) Drug 1: CC(C)CC(NC(=O)C(Cc1ccccc1)NC(=O)c1cnccn1)B(O)O. Drug 2: CC1(c2nc3c(C(N)=O)cccc3[nH]2)CCCN1. Cell line: OCUBM. Synergy scores: synergy=8.26. (2) Drug 1: Cn1c(=O)n(-c2ccc(C(C)(C)C#N)cc2)c2c3cc(-c4cnc5ccccc5c4)ccc3ncc21. Drug 2: Cn1cc(-c2cnn3c(N)c(Br)c(C4CCCNC4)nc23)cn1. Cell line: NCIH1650. Synergy scores: synergy=12.7. (3) Drug 1: CS(=O)(=O)CCNCc1ccc(-c2ccc3ncnc(Nc4ccc(OCc5cccc(F)c5)c(Cl)c4)c3c2)o1. Drug 2: O=C(O)C1(Cc2cccc(Nc3nccs3)n2)CCC(Oc2cccc(Cl)c2F)CC1. Cell line: UACC62. Synergy scores: synergy=20.4.